From a dataset of Forward reaction prediction with 1.9M reactions from USPTO patents (1976-2016). Predict the product of the given reaction. (1) The product is: [CH3:14][C:11]1[CH:12]=[CH:13][C:8]([NH:7][CH:4]2[CH2:5][CH2:6][N:1]([CH2:16][CH2:17][C:18]3([C:24]([O:26][CH2:27][C:28]4[CH:29]=[CH:30][CH:31]=[CH:32][CH:33]=4)=[O:25])[CH2:23][CH2:22][CH2:21][CH2:20][CH2:19]3)[CH2:2][CH2:3]2)=[N:9][CH:10]=1. Given the reactants [NH:1]1[CH2:6][CH2:5][CH:4]([NH:7][C:8]2[CH:13]=[CH:12][C:11]([CH3:14])=[CH:10][N:9]=2)[CH2:3][CH2:2]1.O=[CH:16][CH2:17][C:18]1([C:24]([O:26][CH2:27][C:28]2[CH:33]=[CH:32][CH:31]=[CH:30][CH:29]=2)=[O:25])[CH2:23][CH2:22][CH2:21][CH2:20][CH2:19]1.C(O[BH-](OC(=O)C)OC(=O)C)(=O)C.C(=O)(O)[O-].[Na+], predict the reaction product. (2) Given the reactants [Br:1][C:2]1[CH:7]=[C:6]([F:8])[CH:5]=[CH:4][C:3]=1[OH:9].Br[CH2:11][CH2:12][O:13][CH2:14][C:15]1[CH:20]=[CH:19][CH:18]=[CH:17][CH:16]=1.C([O-])([O-])=O.[K+].[K+].O, predict the reaction product. The product is: [CH2:14]([O:13][CH2:12][CH2:11][O:9][C:3]1[CH:4]=[CH:5][C:6]([F:8])=[CH:7][C:2]=1[Br:1])[C:15]1[CH:20]=[CH:19][CH:18]=[CH:17][CH:16]=1. (3) Given the reactants [OH:1][C:2]1[CH:14]=[CH:13][C:5]([CH:6]=[C:7]2[CH2:11][CH2:10][CH2:9][C:8]2=[O:12])=[CH:4][C:3]=1[O:15][CH3:16].[Cl-:17].[CH3:18][N+:19](=[CH2:21])[CH3:20], predict the reaction product. The product is: [ClH:17].[OH:1][C:2]1[CH:14]=[CH:13][C:5]([CH:6]=[C:7]2[CH2:11][CH2:10][CH:9]([CH2:18][N:19]([CH3:21])[CH3:20])[C:8]2=[O:12])=[CH:4][C:3]=1[O:15][CH3:16]. (4) Given the reactants N12CCN(CC1)CC2.[OH:9][C:10]1[CH:11]=[N:12][C:13]2[C:18]([C:19]=1[CH:20]=O)=[N:17][C:16]([O:22][CH3:23])=[CH:15][CH:14]=2.C(N(CC)CC)C.CS(Cl)(=O)=O.[CH3:36][O:37][C:38](=[O:41])[CH:39]=[CH2:40], predict the reaction product. The product is: [CH3:36][O:37][C:38]([C:39]1[CH2:40][O:9][C:10]2[CH:11]=[N:12][C:13]3[C:18]([C:19]=2[CH:20]=1)=[N:17][C:16]([O:22][CH3:23])=[CH:15][CH:14]=3)=[O:41]. (5) Given the reactants [Cl:1][C:2]1[C:7]([Cl:8])=[CH:6][CH:5]=[CH:4][C:3]=1[N:9]1[C:13]([NH:14][C:15](=O)[C:16]2[CH:21]=[CH:20][CH:19]=[N:18][C:17]=2[CH3:22])=[C:12]2[CH2:24][S:25][CH2:26][C:11]2=[N:10]1.N, predict the reaction product. The product is: [Cl:1][C:2]1[C:7]([Cl:8])=[CH:6][CH:5]=[CH:4][C:3]=1[N:9]1[C:13]([NH:14][CH2:15][C:16]2[C:17]([CH3:22])=[N:18][CH:19]=[CH:20][CH:21]=2)=[C:12]2[CH2:24][S:25][CH2:26][C:11]2=[N:10]1.